From a dataset of Forward reaction prediction with 1.9M reactions from USPTO patents (1976-2016). Predict the product of the given reaction. (1) Given the reactants Cl[C:2]1[N:7]=[C:6]([NH:8][CH:9]2[CH2:17][C:16]3[C:11](=[CH:12][CH:13]=[CH:14][CH:15]=3)[CH2:10]2)[N:5]=[C:4]([NH:18][CH2:19][C:20]2[CH:29]=[CH:28][C:23]([C:24]([O:26][CH3:27])=[O:25])=[CH:22][CH:21]=2)[N:3]=1.[NH3:30].[NH4+].[Cl-], predict the reaction product. The product is: [CH3:27][O:26][C:24](=[O:25])[C:23]1[CH:28]=[CH:29][C:20]([CH2:19][NH:18][C:4]2[N:3]=[C:2]([NH2:30])[N:7]=[C:6]([NH:8][CH:9]3[CH2:17][C:16]4[C:11](=[CH:12][CH:13]=[CH:14][CH:15]=4)[CH2:10]3)[N:5]=2)=[CH:21][CH:22]=1. (2) Given the reactants [F:1][C:2]([F:18])([F:17])[C:3](O[C:6]1[C:11](F)=[C:10](F)[C:9](F)=[C:8](F)C=1F)=[O:4].[NH2:19][C:20]1[CH:24]=[C:23]([CH2:25][C:26]([OH:28])=O)[NH:22][N:21]=1.N1C=CC=CC=1.[F:35][C:36]1[C:42]([F:43])=[CH:41][CH:40]=[CH:39][C:37]=1[NH2:38].Cl, predict the reaction product. The product is: [CH3:6][CH2:11][CH2:10][CH:9]([CH3:8])[CH3:20].[F:35][C:36]1[C:42]([F:43])=[CH:41][CH:40]=[CH:39][C:37]=1[NH:38][C:26](=[O:28])[CH2:25][C:23]1[NH:22][N:21]=[C:20]([NH:19][C:3](=[O:4])[C:2]([F:18])([F:17])[F:1])[CH:24]=1. (3) Given the reactants F[C:2]1[CH:7]=[CH:6][CH:5]=[CH:4][C:3]=1[NH:8][C:9](=[S:35])[NH:10][C:11]1[CH:16]=[CH:15][C:14]([C:17]2[CH:18]=[C:19]3[C:23](=[CH:24][CH:25]=2)[C:22](=[O:26])[N:21]([C@@H:27]([CH:32]([CH3:34])[CH3:33])[C:28]([O:30][CH3:31])=[O:29])[CH2:20]3)=[CH:13][CH:12]=1.NC1C=CC(C2C=C3C(=CC=2)C(=O)N([C@@H](C(C)C)C(OC)=O)C3)=CC=1.[Cl:61]C1C=C(N=C=S)C=CC=1, predict the reaction product. The product is: [Cl:61][C:7]1[CH:2]=[C:3]([NH:8][C:9](=[S:35])[NH:10][C:11]2[CH:16]=[CH:15][C:14]([C:17]3[CH:18]=[C:19]4[C:23](=[CH:24][CH:25]=3)[C:22](=[O:26])[N:21]([C@@H:27]([CH:32]([CH3:34])[CH3:33])[C:28]([O:30][CH3:31])=[O:29])[CH2:20]4)=[CH:13][CH:12]=2)[CH:4]=[CH:5][CH:6]=1. (4) Given the reactants [NH2:1][C:2]1[CH:9]=[CH:8][C:5]([CH2:6][OH:7])=[CH:4][C:3]=1[F:10].N1C=CC=CC=1.Cl[C:18]([O:20][CH2:21][C:22]1[CH:27]=[CH:26][CH:25]=[CH:24][CH:23]=1)=[O:19], predict the reaction product. The product is: [CH2:21]([O:20][C:18](=[O:19])[NH:1][C:2]1[CH:9]=[CH:8][C:5]([CH2:6][OH:7])=[CH:4][C:3]=1[F:10])[C:22]1[CH:27]=[CH:26][CH:25]=[CH:24][CH:23]=1.